This data is from NCI-60 drug combinations with 297,098 pairs across 59 cell lines. The task is: Regression. Given two drug SMILES strings and cell line genomic features, predict the synergy score measuring deviation from expected non-interaction effect. (1) Drug 1: C(=O)(N)NO. Drug 2: C1C(C(OC1N2C=NC3=C2NC=NCC3O)CO)O. Cell line: HCT-15. Synergy scores: CSS=7.58, Synergy_ZIP=-1.18, Synergy_Bliss=-2.06, Synergy_Loewe=2.04, Synergy_HSA=0.179. (2) Drug 1: C1CN1C2=NC(=NC(=N2)N3CC3)N4CC4. Cell line: 786-0. Drug 2: C1=CC(=CC=C1CC(C(=O)O)N)N(CCCl)CCCl.Cl. Synergy scores: CSS=39.5, Synergy_ZIP=-2.19, Synergy_Bliss=1.99, Synergy_Loewe=-2.31, Synergy_HSA=3.89. (3) Drug 1: C1=CC(=CC=C1CCCC(=O)O)N(CCCl)CCCl. Drug 2: CN1C(=O)N2C=NC(=C2N=N1)C(=O)N. Cell line: IGROV1. Synergy scores: CSS=25.3, Synergy_ZIP=1.62, Synergy_Bliss=-0.741, Synergy_Loewe=-8.26, Synergy_HSA=-1.93. (4) Drug 1: C1=CC(=CC=C1CCC2=CNC3=C2C(=O)NC(=N3)N)C(=O)NC(CCC(=O)O)C(=O)O. Drug 2: C1CCC(C(C1)N)N.C(=O)(C(=O)[O-])[O-].[Pt+4]. Cell line: TK-10. Synergy scores: CSS=31.4, Synergy_ZIP=-2.37, Synergy_Bliss=-5.06, Synergy_Loewe=-13.5, Synergy_HSA=-3.50. (5) Drug 1: C1CN1P(=S)(N2CC2)N3CC3. Drug 2: CC1=C(C=C(C=C1)NC(=O)C2=CC=C(C=C2)CN3CCN(CC3)C)NC4=NC=CC(=N4)C5=CN=CC=C5. Cell line: MCF7. Synergy scores: CSS=6.63, Synergy_ZIP=-4.28, Synergy_Bliss=-4.15, Synergy_Loewe=-9.24, Synergy_HSA=-6.92.